This data is from Reaction yield outcomes from USPTO patents with 853,638 reactions. The task is: Predict the reaction yield, written as a fraction of the theoretical maximum amount of product (1.0 means a 100% yield; for example, 0.34 means a 34% yield). The reactants are Br[CH2:2][CH2:3][C:4]([O:6][CH3:7])=[O:5].CS(C)=O.O=C1O[C@H]([C@H](CO)O)C([O-])=C1O.[Na+].[CH2:25]([N:28]1[C:34](=[O:35])[C:33]2[CH:36]=[CH:37][CH:38]=[CH:39][C:32]=2[O:31][C:30]2[CH:40]=[CH:41][CH:42]=[CH:43][C:29]1=2)[C:26]#[CH:27].[N-:44]=[N+:45]=[N-:46].[Na+]. The catalyst is C(Cl)Cl.S([O-])([O-])(=O)=O.[Cu+2].C(OCC)(=O)C.O. The product is [O:35]=[C:34]1[C:33]2[CH2:36][CH2:37][CH:38]=[CH:39][C:32]=2[O:31][C:30]2[CH:40]=[CH:41][CH:42]=[CH:43][C:29]=2[N:28]1[CH2:25][C:26]1[N:44]=[N:45][N:46]([CH2:2][CH2:3][C:4]([O:6][CH3:7])=[O:5])[CH:27]=1. The yield is 0.310.